This data is from Merck oncology drug combination screen with 23,052 pairs across 39 cell lines. The task is: Regression. Given two drug SMILES strings and cell line genomic features, predict the synergy score measuring deviation from expected non-interaction effect. (1) Drug 1: N.N.O=C(O)C1(C(=O)O)CCC1.[Pt]. Drug 2: COC1=C2CC(C)CC(OC)C(O)C(C)C=C(C)C(OC(N)=O)C(OC)C=CC=C(C)C(=O)NC(=CC1=O)C2=O. Cell line: A427. Synergy scores: synergy=-7.40. (2) Drug 1: C=CCn1c(=O)c2cnc(Nc3ccc(N4CCN(C)CC4)cc3)nc2n1-c1cccc(C(C)(C)O)n1. Drug 2: Cn1c(=O)n(-c2ccc(C(C)(C)C#N)cc2)c2c3cc(-c4cnc5ccccc5c4)ccc3ncc21. Cell line: SKMES1. Synergy scores: synergy=26.6.